Dataset: NCI-60 drug combinations with 297,098 pairs across 59 cell lines. Task: Regression. Given two drug SMILES strings and cell line genomic features, predict the synergy score measuring deviation from expected non-interaction effect. (1) Cell line: NCI-H322M. Drug 1: C1=CC=C(C=C1)NC(=O)CCCCCCC(=O)NO. Drug 2: CC12CCC3C(C1CCC2O)C(CC4=C3C=CC(=C4)O)CCCCCCCCCS(=O)CCCC(C(F)(F)F)(F)F. Synergy scores: CSS=2.47, Synergy_ZIP=-0.0751, Synergy_Bliss=1.73, Synergy_Loewe=1.48, Synergy_HSA=1.33. (2) Drug 1: CC12CCC3C(C1CCC2=O)CC(=C)C4=CC(=O)C=CC34C. Drug 2: C1CN(P(=O)(OC1)NCCCl)CCCl. Cell line: MDA-MB-231. Synergy scores: CSS=42.3, Synergy_ZIP=-0.573, Synergy_Bliss=-0.636, Synergy_Loewe=-0.195, Synergy_HSA=-0.237. (3) Drug 1: C1CCC(CC1)NC(=O)N(CCCl)N=O. Drug 2: C(=O)(N)NO. Cell line: SF-539. Synergy scores: CSS=2.61, Synergy_ZIP=-2.07, Synergy_Bliss=-3.97, Synergy_Loewe=-20.0, Synergy_HSA=-3.98. (4) Drug 1: C1=CC(=C2C(=C1NCCNCCO)C(=O)C3=C(C=CC(=C3C2=O)O)O)NCCNCCO. Drug 2: CN(C(=O)NC(C=O)C(C(C(CO)O)O)O)N=O. Cell line: SK-OV-3. Synergy scores: CSS=48.1, Synergy_ZIP=1.50, Synergy_Bliss=2.38, Synergy_Loewe=-59.5, Synergy_HSA=3.19. (5) Drug 1: C1CC(=O)NC(=O)C1N2CC3=C(C2=O)C=CC=C3N. Drug 2: C1=CC(=C2C(=C1NCCNCCO)C(=O)C3=C(C=CC(=C3C2=O)O)O)NCCNCCO. Cell line: NCI-H322M. Synergy scores: CSS=17.9, Synergy_ZIP=-3.69, Synergy_Bliss=-4.26, Synergy_Loewe=-47.3, Synergy_HSA=-2.16. (6) Drug 1: C1CCN(CC1)CCOC2=CC=C(C=C2)C(=O)C3=C(SC4=C3C=CC(=C4)O)C5=CC=C(C=C5)O. Drug 2: COCCOC1=C(C=C2C(=C1)C(=NC=N2)NC3=CC=CC(=C3)C#C)OCCOC.Cl. Cell line: A498. Synergy scores: CSS=18.9, Synergy_ZIP=-1.30, Synergy_Bliss=-1.50, Synergy_Loewe=-5.08, Synergy_HSA=-1.10.